This data is from Catalyst prediction with 721,799 reactions and 888 catalyst types from USPTO. The task is: Predict which catalyst facilitates the given reaction. (1) Reactant: [CH2:1]([C:3]1[CH:9]=[CH:8][CH:7]=[CH:6][C:4]=1[NH2:5])[CH3:2].[C:10](OC(=O)C)(=[O:12])[CH3:11]. Product: [C:10]([NH:5][C:4]1[CH:6]=[CH:7][CH:8]=[CH:9][C:3]=1[CH2:1][CH3:2])(=[O:12])[CH3:11]. The catalyst class is: 6. (2) Reactant: C12BC(CCC1)CCC2.[CH2:10]([C:13]1[C:14](=[O:29])[N:15]([C:19]2[CH:24]=[CH:23][C:22]([N+:25]([O-:27])=[O:26])=[CH:21][C:20]=2[CH3:28])[CH:16]=[CH:17][CH:18]=1)[CH:11]=[CH2:12].[OH-].[Na+].OO.S(=O)(O)[O-:35].[Na+]. Product: [OH:35][CH2:12][CH2:11][CH2:10][C:13]1[C:14](=[O:29])[N:15]([C:19]2[CH:24]=[CH:23][C:22]([N+:25]([O-:27])=[O:26])=[CH:21][C:20]=2[CH3:28])[CH:16]=[CH:17][CH:18]=1. The catalyst class is: 299. (3) Reactant: [CH2:1]([N:8]([CH2:20][C:21]1[CH:26]=[CH:25][CH:24]=[CH:23][CH:22]=1)[CH:9]1[CH2:13][CH:12]([C:14]([O:16]CC)=[O:15])[CH:11]([CH3:19])[CH2:10]1)[C:2]1[CH:7]=[CH:6][CH:5]=[CH:4][CH:3]=1.O1CCOCC1. Product: [CH2:20]([N:8]([CH2:1][C:2]1[CH:7]=[CH:6][CH:5]=[CH:4][CH:3]=1)[CH:9]1[CH2:13][CH:12]([C:14]([OH:16])=[O:15])[CH:11]([CH3:19])[CH2:10]1)[C:21]1[CH:22]=[CH:23][CH:24]=[CH:25][CH:26]=1. The catalyst class is: 33. (4) The catalyst class is: 6. Product: [Cl:1][C:2]1[N:3]=[CH:4][C:5]2[N:11]([CH3:22])[C:10](=[O:12])[C:9]([F:14])([F:13])[CH2:8][N:7]([CH:15]3[CH2:20][CH2:19][CH2:18][CH2:17][CH2:16]3)[C:6]=2[N:21]=1. Reactant: [Cl:1][C:2]1[N:3]=[CH:4][C:5]2[NH:11][C:10](=[O:12])[C:9]([F:14])([F:13])[CH2:8][N:7]([CH:15]3[CH2:20][CH2:19][CH2:18][CH2:17][CH2:16]3)[C:6]=2[N:21]=1.[CH3:22]N(C)C=O.C(=O)([O-])[O-].[Cs+].[Cs+].IC. (5) Reactant: [CH:1]1([C:4]2[CH:13]=[CH:12][C:7]([C:8]([O:10][CH3:11])=[O:9])=[CH:6][CH:5]=2)[CH2:3][CH2:2]1.[Br:14]N1C(=O)CCC1=O. Product: [Br:14][C:5]1[CH:6]=[C:7]([CH:12]=[CH:13][C:4]=1[CH:1]1[CH2:2][CH2:3]1)[C:8]([O:10][CH3:11])=[O:9]. The catalyst class is: 55. (6) Reactant: [CH3:1][C:2]1[C:3]([C:12]([C:14]2[N:15]=[CH:16][N:17]([C:19]([C:32]3[CH:37]=[CH:36][CH:35]=[CH:34][CH:33]=3)([C:26]3[CH:31]=[CH:30][CH:29]=[CH:28][CH:27]=3)[C:20]3[CH:25]=[CH:24][CH:23]=[CH:22][CH:21]=3)[CH:18]=2)=O)=[CH:4][CH:5]=[C:6]2[C:11]=1[N:10]=[CH:9][CH:8]=[CH:7]2.C[Mg+].[Br-].[CH3:41]CN(CC)CC.CS(Cl)(=O)=O. Product: [CH3:1][C:2]1[C:3]([C:12]([C:14]2[N:15]=[CH:16][N:17]([C:19]([C:32]3[CH:37]=[CH:36][CH:35]=[CH:34][CH:33]=3)([C:26]3[CH:31]=[CH:30][CH:29]=[CH:28][CH:27]=3)[C:20]3[CH:25]=[CH:24][CH:23]=[CH:22][CH:21]=3)[CH:18]=2)=[CH2:41])=[CH:4][CH:5]=[C:6]2[C:11]=1[N:10]=[CH:9][CH:8]=[CH:7]2. The catalyst class is: 76. (7) Reactant: [CH2:1]([NH:8][N:9]1[C:21]2[C:20]3[CH:19]=[CH:18][CH:17]=[CH:16][C:15]=3[N:14]=[CH:13][C:12]=2[N:11]=[C:10]1[CH2:22][CH2:23][CH2:24][CH3:25])[C:2]1[CH:7]=[CH:6][CH:5]=[CH:4][CH:3]=1.C1C=C(Cl)C=C(C(OO)=[O:34])C=1. Product: [CH2:1]([NH:8][N:9]1[C:21]2[C:20]3[CH:19]=[CH:18][CH:17]=[CH:16][C:15]=3[N+:14]([O-:34])=[CH:13][C:12]=2[N:11]=[C:10]1[CH2:22][CH2:23][CH2:24][CH3:25])[C:2]1[CH:7]=[CH:6][CH:5]=[CH:4][CH:3]=1. The catalyst class is: 2. (8) Reactant: [H-].[Al+3].[Li+].[H-].[H-].[H-].[F:7][C:8]([F:22])([CH2:12][C:13]1[CH:18]=[CH:17][C:16]([CH2:19][CH2:20][CH3:21])=[CH:15][CH:14]=1)[C:9]([O-])=[O:10].Cl.C(OCC)(=O)C. Product: [F:7][C:8]([F:22])([CH2:12][C:13]1[CH:18]=[CH:17][C:16]([CH2:19][CH2:20][CH3:21])=[CH:15][CH:14]=1)[CH2:9][OH:10]. The catalyst class is: 1. (9) Product: [OH:8][C:9]1[CH:10]=[CH:11][C:12]([CH2:15][NH:16][C:17](=[O:25])[C:18]2[CH:23]=[CH:22][CH:21]=[N:20][C:19]=2[NH2:24])=[CH:13][CH:14]=1. Reactant: C([O:8][C:9]1[CH:14]=[CH:13][C:12]([CH2:15][NH:16][C:17](=[O:25])[C:18]2[CH:23]=[CH:22][CH:21]=[N:20][C:19]=2[NH2:24])=[CH:11][CH:10]=1)C1C=CC=CC=1.Cl. The catalyst class is: 63. (10) Reactant: [N:1]1[CH:6]=[CH:5][C:4]([C:7]2[C:8]([C:15]3[CH:16]=[C:17]([NH2:21])[CH:18]=[CH:19][CH:20]=3)=[N:9][N:10]3[CH2:14][CH2:13][S:12][C:11]=23)=[CH:3][CH:2]=1.[F:22][C:23]1[CH:24]=[C:25]([S:29](Cl)(=[O:31])=[O:30])[CH:26]=[CH:27][CH:28]=1.CN1CCOCC1. Product: [F:22][C:23]1[CH:24]=[C:25]([S:29]([NH:21][C:17]2[CH:18]=[CH:19][CH:20]=[C:15]([C:8]3[C:7]([C:4]4[CH:3]=[CH:2][N:1]=[CH:6][CH:5]=4)=[C:11]4[S:12][CH2:13][CH2:14][N:10]4[N:9]=3)[CH:16]=2)(=[O:31])=[O:30])[CH:26]=[CH:27][CH:28]=1. The catalyst class is: 2.